From a dataset of Forward reaction prediction with 1.9M reactions from USPTO patents (1976-2016). Predict the product of the given reaction. (1) Given the reactants [CH2:1](O)[CH2:2][CH3:3].N(C(N1CCCCC1)=O)=NC(N1CCCCC1)=O.[NH2:23][C:24]([NH:26][C:27]1[NH:28][C:29]2[C:34]([C:35]=1[C:36]([NH2:38])=[O:37])=[CH:33][CH:32]=[C:31]([OH:39])[CH:30]=2)=[O:25], predict the reaction product. The product is: [NH2:23][C:24]([NH:26][C:27]1[NH:28][C:29]2[C:34]([C:35]=1[C:36]([NH2:38])=[O:37])=[CH:33][CH:32]=[C:31]([O:39][CH2:1][CH2:2][CH3:3])[CH:30]=2)=[O:25]. (2) Given the reactants [C:1]([O:5][C:6](=[O:39])[C@@H:7]([NH:13][C:14](=[O:38])[CH2:15][CH2:16][CH2:17][CH2:18][CH2:19][CH2:20][CH2:21][CH2:22][CH2:23][CH2:24][CH2:25][CH2:26][CH2:27][CH2:28][CH2:29][CH2:30][C:31]([O:33][C:34]([CH3:37])([CH3:36])[CH3:35])=[O:32])[CH2:8][CH2:9][C:10]([OH:12])=[O:11])([CH3:4])([CH3:3])[CH3:2].N1C=CC=CC=1.FC(F)(F)C(O[C:51]1[C:56]([F:57])=[C:55]([F:58])[C:54]([F:59])=[C:53]([F:60])[C:52]=1[F:61])=O, predict the reaction product. The product is: [C:34]([O:33][C:31](=[O:32])[CH2:30][CH2:29][CH2:28][CH2:27][CH2:26][CH2:25][CH2:24][CH2:23][CH2:22][CH2:21][CH2:20][CH2:19][CH2:18][CH2:17][CH2:16][CH2:15][C:14]([NH:13][C@@H:7]([CH2:8][CH2:9][C:10]([O:12][C:51]1[C:52]([F:61])=[C:53]([F:60])[C:54]([F:59])=[C:55]([F:58])[C:56]=1[F:57])=[O:11])[C:6]([O:5][C:1]([CH3:4])([CH3:2])[CH3:3])=[O:39])=[O:38])([CH3:37])([CH3:36])[CH3:35]. (3) Given the reactants [CH:1]1([N:7]([CH2:21][CH2:22]C2C=CC=CC=2)[C:8](=[O:20])[NH:9][C:10]2[S:11][C:12]([S:15][CH2:16][C:17]([OH:19])=[O:18])=[CH:13][N:14]=2)[CH2:6][CH2:5][CH2:4][CH2:3][CH2:2]1.[C:29]1([CH2:35]CC=O)[CH:34]=[CH:33][CH:32]=[CH:31][CH:30]=1.[CH3:39][C@H]1CC[C@H](N)CC1.C(OC(=O)CSC1SC(N)=NC=1)C, predict the reaction product. The product is: [CH3:39][CH:4]1[CH2:5][CH2:6][CH:1]([N:7]([CH2:21][CH2:22][CH2:35][C:29]2[CH:34]=[CH:33][CH:32]=[CH:31][CH:30]=2)[C:8](=[O:20])[NH:9][C:10]2[S:11][C:12]([S:15][CH2:16][C:17]([OH:19])=[O:18])=[CH:13][N:14]=2)[CH2:2][CH2:3]1. (4) Given the reactants [OH:1][B:2]1[C:6]2[CH:7]=[C:8]([NH:11][S:12]([C:15]3[CH:20]=[CH:19][C:18]([NH:21]C(=O)C(F)(F)F)=[CH:17][C:16]=3[CH2:28][CH2:29][C:30](OCC)=[O:31])(=[O:14])=[O:13])[CH:9]=[CH:10][C:5]=2[CH2:4][O:3]1.[BH4-].[Na+].CO, predict the reaction product. The product is: [NH2:21][C:18]1[CH:19]=[CH:20][C:15]([S:12]([NH:11][C:8]2[CH:9]=[CH:10][C:5]3[CH2:4][O:3][B:2]([OH:1])[C:6]=3[CH:7]=2)(=[O:13])=[O:14])=[C:16]([CH2:28][CH2:29][CH2:30][OH:31])[CH:17]=1. (5) Given the reactants NC1SC(C(C2C=CC=CC=2)C)=CC=1C#N.CC1O[C:21]([C:23]2[N:24]=[C:25]([NH2:40])[C:26]3[CH:31]=[C:30]([CH:32]([C:34]4[CH:39]=[CH:38][CH:37]=[CH:36][CH:35]=4)[CH3:33])[S:29][C:27]=3[N:28]=2)=CC=1.[CH3:41][C:42]1[N:43]=C(C#N)[S:45][CH:46]=1.CC1OC(C#N)=CC=1, predict the reaction product. The product is: [CH3:41][C:42]1[N:43]=[C:21]([C:23]2[N:24]=[C:25]([NH2:40])[C:26]3[CH:31]=[C:30]([CH:32]([C:34]4[CH:35]=[CH:36][CH:37]=[CH:38][CH:39]=4)[CH3:33])[S:29][C:27]=3[N:28]=2)[S:45][CH:46]=1. (6) Given the reactants [Cl:1][CH2:2][C:3]([O:10][CH2:11][CH3:12])(OCC)OCC.[NH2:13][C:14]1[CH:19]=[C:18]([C:20]([F:23])([F:22])[F:21])[CH:17]=CC=1O, predict the reaction product. The product is: [Cl:1][CH2:2][C:3]1[O:10][C:11]2[CH:12]=[CH:17][C:18]([C:20]([F:23])([F:22])[F:21])=[CH:19][C:14]=2[N:13]=1.